Task: Predict the reaction yield, written as a fraction of the theoretical maximum amount of product (1.0 means a 100% yield; for example, 0.34 means a 34% yield).. Dataset: Reaction yield outcomes from USPTO patents with 853,638 reactions (1) The catalyst is C1COCC1. The product is [CH3:1][C:2]1([CH3:12])[O:6][C@@H:5]([CH2:7][CH2:8][OH:9])[C:4](=[O:11])[O:3]1. The yield is 1.00. The reactants are [CH3:1][C:2]1([CH3:12])[O:6][C@@H:5]([CH2:7][C:8](O)=[O:9])[C:4](=[O:11])[O:3]1.B. (2) The reactants are [NH2:1][C:2]1[CH:36]=[CH:35][C:5]([O:6][C:7]2[C:16]3[C:11](=[CH:12][C:13]([O:19][CH2:20][CH2:21][CH:22]4[CH2:27][CH2:26][N:25]([C:28]([O:30][C:31]([CH3:34])([CH3:33])[CH3:32])=[O:29])[CH2:24][CH2:23]4)=[C:14]([C:17]#[N:18])[CH:15]=3)[N:10]=[CH:9][CH:8]=2)=[CH:4][C:3]=1[Cl:37].[N:38]1[CH:43]=C[CH:41]=[CH:40][CH:39]=1.ClC(OC1C=CC=CC=1)=[O:46].C1(N)CC1.C(=O)(O)[O-].[Na+]. The catalyst is CN(C)C=O.C(OCC)(=O)C. The product is [Cl:37][C:3]1[CH:4]=[C:5]([CH:35]=[CH:36][C:2]=1[NH:1][C:43]([NH:38][CH:39]1[CH2:41][CH2:40]1)=[O:46])[O:6][C:7]1[C:16]2[C:11](=[CH:12][C:13]([O:19][CH2:20][CH2:21][CH:22]3[CH2:23][CH2:24][N:25]([C:28]([O:30][C:31]([CH3:34])([CH3:32])[CH3:33])=[O:29])[CH2:26][CH2:27]3)=[C:14]([C:17]#[N:18])[CH:15]=2)[N:10]=[CH:9][CH:8]=1. The yield is 0.608. (3) The reactants are [OH:1][C:2]1[CH:9]=[C:8]([O:10][CH:11]2[CH2:16][CH2:15][CH2:14][CH2:13][O:12]2)[CH:7]=[C:6]([CH2:17][O:18][CH3:19])[C:3]=1[CH:4]=[O:5].CCN(CC)CC.[O:27](S(C(F)(F)F)(=O)=O)[S:28]([C:31]([F:34])([F:33])[F:32])(=O)=[O:29]. The catalyst is ClCCl.O. The product is [CH:4]([C:3]1[C:6]([CH2:17][O:18][CH3:19])=[CH:7][C:8]([O:10][CH:11]2[CH2:16][CH2:15][CH2:14][CH2:13][O:12]2)=[CH:9][C:2]=1[O:1][S:28]([C:31]([F:34])([F:33])[F:32])(=[O:29])=[O:27])=[O:5]. The yield is 0.720. (4) The reactants are [C:1]([O:5][C:6]([N:8]1[CH2:15][CH2:14][CH:13]2[CH:10]([NH:11][CH2:12]2)[CH2:9]1)=[O:7])([CH3:4])([CH3:3])[CH3:2].[CH3:16][C:17]1[CH:22]=[C:21]([CH3:23])[CH:20]=[CH:19][C:18]=1[S:24](Cl)(=[O:26])=[O:25].C(N(C(C)C)CC)(C)C. The catalyst is C(Cl)Cl. The product is [C:1]([O:5][C:6]([N:8]1[CH2:15][CH2:14][CH:13]2[CH:10]([N:11]([S:24]([C:18]3[CH:19]=[CH:20][C:21]([CH3:23])=[CH:22][C:17]=3[CH3:16])(=[O:26])=[O:25])[CH2:12]2)[CH2:9]1)=[O:7])([CH3:4])([CH3:2])[CH3:3]. The yield is 0.970. (5) The reactants are [NH:1]1[C:9]2[C:4](=[CH:5][CH:6]=[N:7][CH:8]=2)[CH:3]=[CH:2]1.[Al+3].[Cl-].[Cl-].[Cl-].[C:14](Cl)(=[O:16])[CH3:15]. The catalyst is C(Cl)Cl. The product is [NH:1]1[C:9]2=[CH:8][N:7]=[CH:6][CH:5]=[C:4]2[C:3]([C:14](=[O:16])[CH3:15])=[CH:2]1. The yield is 0.450. (6) The reactants are [C:1]([O:5][C:6]([N:8]1[CH2:12][CH2:11][CH2:10][CH:9]1C1NC(Br)=CN=1)=[O:7])([CH3:4])([CH3:3])[CH3:2].C([O-])(O)=O.[Na+]. The catalyst is O. The product is [C:1]([O:5][C:6]([N:8]1[CH2:12][CH2:11][CH2:10][CH2:9]1)=[O:7])([CH3:4])([CH3:2])[CH3:3]. The yield is 0.460. (7) The reactants are BrCCCCC(C)(C1C=CC(C)=CC=1)CO.[Br:17][CH2:18][CH2:19][CH2:20][C:21]([CH3:28])([CH3:27])[C:22](OCC)=[O:23].[Li+].[BH4-].CO. The catalyst is C(Cl)Cl. The product is [Br:17][CH2:18][CH2:19][CH2:20][C:21]([CH3:28])([CH3:27])[CH2:22][OH:23]. The yield is 1.00.